Dataset: Catalyst prediction with 721,799 reactions and 888 catalyst types from USPTO. Task: Predict which catalyst facilitates the given reaction. (1) Reactant: [N:1]1([C:7](=[O:24])[CH2:8][CH:9]([CH2:13][S:14]([CH2:17][C:18]2[CH:23]=CC=C[CH:19]=2)(=[O:16])=[O:15])[C:10]([OH:12])=[O:11])[CH2:6][CH2:5][O:4][CH2:3][CH2:2]1.[OH-].[Na+].BrCC(C)C.OOS([O-])=O.[K+]. Product: [CH3:19][CH:18]([CH3:23])[CH2:17][S:14]([CH2:13][CH:9]([CH2:8][C:7]([N:1]1[CH2:6][CH2:5][O:4][CH2:3][CH2:2]1)=[O:24])[C:10]([OH:12])=[O:11])(=[O:15])=[O:16]. The catalyst class is: 88. (2) Reactant: [Cl:1][C:2]1[CH:17]=[CH:16][C:5]([CH2:6][CH2:7][N:8]2[CH2:13][CH2:12][CH2:11][CH2:10][C@@H:9]2[CH2:14]O)=[CH:4][CH:3]=1.C(N(CC)CC)C.CS([Cl:29])(=O)=O.C(=O)([O-])O.[Na+]. Product: [Cl:29][C@@H:12]1[CH2:11][CH2:10][CH2:14][CH2:9][N:8]([CH2:7][CH2:6][C:5]2[CH:4]=[CH:3][C:2]([Cl:1])=[CH:17][CH:16]=2)[CH2:13]1. The catalyst class is: 4. (3) Reactant: C(O[C:4]([C:6]1[C:7](=[O:36])[C:8]2[CH:13]=[N:12][C:11]([NH:14][C:15]3[CH:20]=[CH:19][C:18]([CH:21]4[CH2:26][CH2:25][N:24]([CH3:27])[CH2:23][CH2:22]4)=[CH:17][CH:16]=3)=[N:10][C:9]=2[N:28]([CH:30]2[CH2:35][CH2:34][CH2:33][CH2:32][CH2:31]2)[CH:29]=1)=[O:5])C.[CH3:37][O:38][NH2:39].CO. The catalyst class is: 6. Product: [CH3:37][O:38][NH:39][C:4]([C:6]1[C:7](=[O:36])[C:8]2[CH:13]=[N:12][C:11]([NH:14][C:15]3[CH:20]=[CH:19][C:18]([CH:21]4[CH2:26][CH2:25][N:24]([CH3:27])[CH2:23][CH2:22]4)=[CH:17][CH:16]=3)=[N:10][C:9]=2[N:28]([CH:30]2[CH2:35][CH2:34][CH2:33][CH2:32][CH2:31]2)[CH:29]=1)=[O:5]. (4) Reactant: [C:1]([NH:4][CH2:5][CH2:6][CH:7]([C:9]1[CH:18]=[CH:17][C:12]([C:13]([O:15]C)=[O:14])=[CH:11][CH:10]=1)[CH3:8])(=[O:3])[CH3:2]. The catalyst class is: 30. Product: [C:1]([NH:4][CH2:5][CH2:6][CH:7]([C:9]1[CH:10]=[CH:11][C:12]([C:13]([OH:15])=[O:14])=[CH:17][CH:18]=1)[CH3:8])(=[O:3])[CH3:2].